This data is from Catalyst prediction with 721,799 reactions and 888 catalyst types from USPTO. The task is: Predict which catalyst facilitates the given reaction. (1) Reactant: [F:1][C:2]1[CH:7]=[CH:6][C:5]([C:8](=[O:10])[CH3:9])=[C:4]([OH:11])[CH:3]=1.Br[CH:13]([CH3:15])[CH3:14]. Product: [F:1][C:2]1[CH:7]=[CH:6][C:5]([C:8](=[O:10])[CH3:9])=[C:4]([O:11][CH:13]([CH3:15])[CH3:14])[CH:3]=1. The catalyst class is: 42. (2) Reactant: [NH2:1][C@@H:2]([CH3:6])[C:3]([NH2:5])=[O:4].[F:7][C:8]1[CH:15]=[CH:14][C:11]([CH:12]=O)=[CH:10][CH:9]=1.[Na].[OH-].[Na+]. Product: [F:7][C:8]1[CH:15]=[CH:14][C:11]([CH2:12][NH:1][C@@H:2]([CH3:6])[C:3]([NH2:5])=[O:4])=[CH:10][CH:9]=1. The catalyst class is: 5. (3) Reactant: [CH2:1]([NH:8][CH:9]1[CH2:14][CH2:13][CH:12]([C:15]2[CH:16]=[C:17]3[C:23]([C:24](=[O:34])[CH2:25][C:26]4[CH:31]=[CH:30][CH:29]=[C:28]([F:32])[C:27]=4[F:33])=[CH:22][NH:21][C:18]3=[N:19][CH:20]=2)[CH2:11][CH2:10]1)[C:2]1[CH:7]=[CH:6][CH:5]=[CH:4][CH:3]=1.C(O[CH:40](N(C)C)[N:41](C)C)(C)(C)C.Cl.NO.C([O-])(=O)C.[Na+]. Product: [CH2:1]([NH:8][CH:9]1[CH2:14][CH2:13][C:12]([C:15]2[CH:16]=[C:17]3[C:23]([C:24]4[O:34][N:41]=[CH:40][C:25]=4[C:26]4[CH:31]=[CH:30][CH:29]=[C:28]([F:32])[C:27]=4[F:33])=[CH:22][NH:21][C:18]3=[N:19][CH:20]=2)=[CH:11][CH2:10]1)[C:2]1[CH:7]=[CH:6][CH:5]=[CH:4][CH:3]=1. The catalyst class is: 1. (4) The catalyst class is: 26. Product: [Br:1][C:2]1[CH:9]=[C:8]([Cl:10])[CH:7]=[CH:6][C:3]=1[CH2:4][N:14]1[CH2:13][CH2:12][N:11]([C:17]([O:19][C:20]([CH3:23])([CH3:22])[CH3:21])=[O:18])[CH2:16][CH2:15]1. Reactant: [Br:1][C:2]1[CH:9]=[C:8]([Cl:10])[CH:7]=[CH:6][C:3]=1[CH:4]=O.[N:11]1([C:17]([O:19][C:20]([CH3:23])([CH3:22])[CH3:21])=[O:18])[CH2:16][CH2:15][NH:14][CH2:13][CH2:12]1.C(O[BH-](OC(=O)C)OC(=O)C)(=O)C.[Na+]. (5) Reactant: [N:1]([C@@H:4]([C@@H:42]([C:51]1[CH:56]=[CH:55][C:54]([Cl:57])=[CH:53][CH:52]=1)[C:43]1[CH:44]=[N:45][C:46]([O:49][CH3:50])=[CH:47][CH:48]=1)[C:5]([NH:7][C:8]1[CH:40]=[CH:39][CH:38]=[C:37]([F:41])[C:9]=1[CH2:10][CH2:11][C@@H:12]1[N:20]([S:21]([C:24]2[CH:29]=[CH:28][CH:27]=[CH:26][CH:25]=2)(=[O:23])=[O:22])[CH2:19][C:16]2([CH2:18][CH2:17]2)[CH2:15][N:14]([C:30]([O:32][C:33]([CH3:36])([CH3:35])[CH3:34])=[O:31])[CH2:13]1)=[O:6])=[N+]=[N-].CP(C)C. Product: [NH2:1][C@@H:4]([C@@H:42]([C:51]1[CH:56]=[CH:55][C:54]([Cl:57])=[CH:53][CH:52]=1)[C:43]1[CH:44]=[N:45][C:46]([O:49][CH3:50])=[CH:47][CH:48]=1)[C:5]([NH:7][C:8]1[CH:40]=[CH:39][CH:38]=[C:37]([F:41])[C:9]=1[CH2:10][CH2:11][C@@H:12]1[N:20]([S:21]([C:24]2[CH:25]=[CH:26][CH:27]=[CH:28][CH:29]=2)(=[O:23])=[O:22])[CH2:19][C:16]2([CH2:18][CH2:17]2)[CH2:15][N:14]([C:30]([O:32][C:33]([CH3:34])([CH3:36])[CH3:35])=[O:31])[CH2:13]1)=[O:6]. The catalyst class is: 161.